This data is from Reaction yield outcomes from USPTO patents with 853,638 reactions. The task is: Predict the reaction yield, written as a fraction of the theoretical maximum amount of product (1.0 means a 100% yield; for example, 0.34 means a 34% yield). (1) The reactants are CN1CCCC1=O.Cl[C:9]1[CH:14]=[C:13]([CH:15]([S:24]([C:27]2[CH:32]=[CH:31][C:30]([Cl:33])=[CH:29][CH:28]=2)(=[O:26])=[O:25])[C:16]2[C:21]([F:22])=[CH:20][CH:19]=[CH:18][C:17]=2[F:23])[C:12]([Cl:34])=[CH:11][N:10]=1.[CH3:35][O:36][C:37]1[CH:38]=[C:39]([CH:42]=[CH:43][C:44]=1[O:45][CH3:46])[CH2:40][NH2:41].CCCCCC. The catalyst is C(OCC)(=O)C. The product is [Cl:34][C:12]1[C:13]([CH:15]([S:24]([C:27]2[CH:28]=[CH:29][C:30]([Cl:33])=[CH:31][CH:32]=2)(=[O:26])=[O:25])[C:16]2[C:21]([F:22])=[CH:20][CH:19]=[CH:18][C:17]=2[F:23])=[CH:14][C:9]([NH:41][CH2:40][C:39]2[CH:42]=[CH:43][C:44]([O:45][CH3:46])=[C:37]([O:36][CH3:35])[CH:38]=2)=[N:10][CH:11]=1. The yield is 0.300. (2) The yield is 0.900. The catalyst is C1COCC1. The product is [F:1][C:2]1[CH:7]=[CH:6][C:5]([NH:8][C:26]([C:22]2[O:21][CH:25]=[CH:24][CH:23]=2)=[O:27])=[CH:4][C:3]=1[N+:9]([O-:11])=[O:10]. The reactants are [F:1][C:2]1[CH:7]=[CH:6][C:5]([NH2:8])=[CH:4][C:3]=1[N+:9]([O-:11])=[O:10].CCN(C(C)C)C(C)C.[O:21]1[CH:25]=[CH:24][CH:23]=[C:22]1[C:26](Cl)=[O:27].O. (3) The reactants are C([O:3][C:4]([C:6]1[C:7]([F:21])=[C:8]2[O:12][C:11]([N:13]([CH3:15])[CH3:14])=[N:10][C:9]2=[C:16]([C:19]#[N:20])[C:17]=1[CH3:18])=[CH2:5])C.O.[Br:23]N1C(=O)CCC1=O. The catalyst is O1CCCC1. The product is [Br:23][CH2:3][C:4]([C:6]1[C:7]([F:21])=[C:8]2[O:12][C:11]([N:13]([CH3:15])[CH3:14])=[N:10][C:9]2=[C:16]([C:19]#[N:20])[C:17]=1[CH3:18])=[O:5]. The yield is 1.00. (4) The reactants are [F:1][C:2]1[C:3](=[N:17][NH2:18])[N:4]=[C:5]([CH3:16])[NH:6][C:7]=1[NH:8][CH2:9][C:10]1[CH:15]=[CH:14][CH:13]=[CH:12][N:11]=1.[CH:19]1([CH2:24][C@H:25]([CH2:29][N:30]([CH:39]=[O:40])[O:31][CH2:32][C:33]2[CH:38]=[CH:37][CH:36]=[CH:35][CH:34]=2)[C:26](O)=[O:27])[CH2:23][CH2:22][CH2:21][CH2:20]1.CN1CCOCC1.C1C=NC2N(O)N=NC=2C=1.C(Cl)CCl. The catalyst is CN(C=O)C. The product is [CH:19]1([CH2:24][C@@H:25]([C:26]([NH:18][NH:17][C:3]2[C:2]([F:1])=[C:7]([NH:8][CH2:9][C:10]3[CH:15]=[CH:14][CH:13]=[CH:12][N:11]=3)[N:6]=[C:5]([CH3:16])[N:4]=2)=[O:27])[CH2:29][N:30]([O:31][CH2:32][C:33]2[CH:38]=[CH:37][CH:36]=[CH:35][CH:34]=2)[CH:39]=[O:40])[CH2:23][CH2:22][CH2:21][CH2:20]1. The yield is 0.480. (5) The reactants are [CH3:1][C@H:2]1[CH2:11][C@H:10]([NH:12][C:13]2[CH:18]=[CH:17][CH:16]=[CH:15][CH:14]=2)[C:9]2[C:4](=[CH:5][CH:6]=[CH:7][CH:8]=2)[N:3]1[C:19](=[O:21])[CH3:20].[O:22]1[CH:26]=[CH:25][CH:24]=[C:23]1[C:27](Cl)=[O:28].N1C=CC=CC=1. The catalyst is C1(C)C=CC=CC=1. The product is [C:19]([N:3]1[C:4]2[C:9](=[CH:8][CH:7]=[CH:6][CH:5]=2)[C@@H:10]([N:12]([C:13]2[CH:14]=[CH:15][CH:16]=[CH:17][CH:18]=2)[C:27]([C:23]2[O:22][CH:26]=[CH:25][CH:24]=2)=[O:28])[CH2:11][C@@H:2]1[CH3:1])(=[O:21])[CH3:20]. The yield is 0.340.